Dataset: Forward reaction prediction with 1.9M reactions from USPTO patents (1976-2016). Task: Predict the product of the given reaction. (1) Given the reactants [CH3:1][O:2][C:3]1[CH:19]=[CH:18][C:6]([CH2:7][N:8]2[C:12]3[CH:13]=[CH:14][CH:15]=[C:16]([OH:17])[C:11]=3[N:10]=[N:9]2)=[CH:5][CH:4]=1.F[C:21]1[CH:30]=[C:29]([F:31])[CH:28]=[CH:27][C:22]=1[C:23]([O:25][CH3:26])=[O:24].CC(C)([O-])C.[K+].[Cl-].[NH4+], predict the reaction product. The product is: [CH3:26][O:25][C:23](=[O:24])[C:22]1[CH:21]=[CH:30][C:29]([F:31])=[CH:28][C:27]=1[O:17][C:16]1[C:11]2[N:10]=[N:9][N:8]([CH2:7][C:6]3[CH:5]=[CH:4][C:3]([O:2][CH3:1])=[CH:19][CH:18]=3)[C:12]=2[CH:13]=[CH:14][CH:15]=1. (2) Given the reactants [H-].[Na+].[C:3]([O:11][CH2:12][CH3:13])(=[O:10])[CH2:4][C:5]([O:7][CH2:8][CH3:9])=[O:6].[Cl:14][C:15]1[C:20]([N+:21]([O-:23])=[O:22])=[CH:19][CH:18]=[C:17]([Cl:24])[N:16]=1.Cl, predict the reaction product. The product is: [CH2:12]([O:11][C:3](=[O:10])[CH:4]([C:15]1[C:20]([N+:21]([O-:23])=[O:22])=[CH:19][CH:18]=[C:17]([Cl:24])[N:16]=1)[C:5]([O:7][CH2:8][CH3:9])=[O:6])[CH3:13].[CH2:12]([O:11][C:3](=[O:10])[CH:4]([C:17]1[CH:18]=[CH:19][C:20]([N+:21]([O-:23])=[O:22])=[C:15]([Cl:14])[N:16]=1)[C:5]([O:7][CH2:8][CH3:9])=[O:6])[CH3:13]. (3) Given the reactants [CH3:1][C:2]#[N:3].[Li+].C[Si]([N-][Si](C)(C)C)(C)C.[CH2:14]([CH:17]([CH2:29][CH2:30][CH3:31])[CH2:18][O:19][C:20]1[O:24][C:23]([C:25](OC)=[O:26])=[CH:22][CH:21]=1)[CH2:15][CH3:16], predict the reaction product. The product is: [O:26]=[C:25]([C:23]1[O:24][C:20]([O:19][CH2:18][CH:17]([CH2:29][CH2:30][CH3:31])[CH2:14][CH2:15][CH3:16])=[CH:21][CH:22]=1)[CH2:1][C:2]#[N:3]. (4) Given the reactants [CH2:1]([N:5]([CH2:21][CH:22]([CH3:24])[CH3:23])[C:6]1[CH:11]=[CH:10][C:9]([CH:12]([OH:17])[C:13]([F:16])([F:15])[F:14])=[CH:8][C:7]=1[N+:18]([O-:20])=[O:19])[CH:2]([CH3:4])[CH3:3].CC(OI1(OC(C)=O)(OC(C)=O)OC(=O)C2C=CC=CC1=2)=O, predict the reaction product. The product is: [CH2:1]([N:5]([CH2:21][CH:22]([CH3:24])[CH3:23])[C:6]1[CH:11]=[CH:10][C:9]([C:12](=[O:17])[C:13]([F:14])([F:16])[F:15])=[CH:8][C:7]=1[N+:18]([O-:20])=[O:19])[CH:2]([CH3:4])[CH3:3]. (5) Given the reactants [C:1]([O:5][C:6]([N:8]([CH3:13])[CH2:9][C:10]([OH:12])=O)=[O:7])([CH3:4])([CH3:3])[CH3:2].FC1C=CC(S(N(C)CC([NH:28][CH2:29][C:30]2[CH:35]=[C:34]([C:36]3[CH:41]=[CH:40][C:39]([C:42]([F:45])([F:44])[F:43])=[CH:38][CH:37]=3)[N:33]=[CH:32][N:31]=2)=O)(=O)=O)=CC=1.O.ON1C2C=CC=CC=2N=N1.C(N(CC)C(C)C)(C)C.CN(C(ON1N=NC2C=CC=CC1=2)=[N+](C)C)C.F[P-](F)(F)(F)(F)F, predict the reaction product. The product is: [CH3:13][N:8]([CH2:9][C:10](=[O:12])[NH:28][CH2:29][C:30]1[CH:35]=[C:34]([C:36]2[CH:37]=[CH:38][C:39]([C:42]([F:45])([F:44])[F:43])=[CH:40][CH:41]=2)[N:33]=[CH:32][N:31]=1)[C:6](=[O:7])[O:5][C:1]([CH3:2])([CH3:3])[CH3:4]. (6) Given the reactants [C:1]([N:5]1[CH2:31][CH2:30][CH2:29][C:8]2[C:9](Br)=[C:10]3[C:19]4[CH:18]=[C:17]([C:20]5[CH:21]=[N:22][CH:23]=[CH:24][CH:25]=5)[C:16]([O:26][CH3:27])=[CH:15][C:14]=4[CH2:13][CH2:12][N:11]3[C:7]=2[C:6]1=[O:32])([CH3:4])([CH3:3])[CH3:2].[N:33]1[CH:38]=[CH:37][CH:36]=[C:35](B(O)O)[CH:34]=1.C([O-])([O-])=O.[K+].[K+], predict the reaction product. The product is: [C:1]([N:5]1[CH2:31][CH2:30][CH2:29][C:8]2[C:9]([C:35]3[CH:34]=[N:33][CH:38]=[CH:37][CH:36]=3)=[C:10]3[C:19]4[CH:18]=[C:17]([C:20]5[CH:21]=[N:22][CH:23]=[CH:24][CH:25]=5)[C:16]([O:26][CH3:27])=[CH:15][C:14]=4[CH2:13][CH2:12][N:11]3[C:7]=2[C:6]1=[O:32])([CH3:4])([CH3:3])[CH3:2].